From a dataset of Forward reaction prediction with 1.9M reactions from USPTO patents (1976-2016). Predict the product of the given reaction. Given the reactants [CH:1]([NH:4][C:5](=[O:21])[O:6][C:7]1[CH:8]=[C:9]2[C:13](=[CH:14][CH:15]=1)[N:12]([CH:16]([CH2:18][CH2:19][CH3:20])[CH3:17])[CH:11]=[CH:10]2)([CH3:3])[CH3:2].CN(CCN(C)C)C.[Si:30](OS(C(F)(F)F)(=O)=O)([C:33](C)(C)C)([CH3:32])[CH3:31].[Li]CCCC.Cl[Si](C)(C)C, predict the reaction product. The product is: [CH:1]([NH:4][C:5](=[O:21])[O:6][C:7]1[C:8]([Si:30]([CH3:33])([CH3:32])[CH3:31])=[C:9]2[C:13](=[CH:14][CH:15]=1)[N:12]([CH:16]([CH2:18][CH2:19][CH3:20])[CH3:17])[CH:11]=[CH:10]2)([CH3:3])[CH3:2].